Dataset: Reaction yield outcomes from USPTO patents with 853,638 reactions. Task: Predict the reaction yield, written as a fraction of the theoretical maximum amount of product (1.0 means a 100% yield; for example, 0.34 means a 34% yield). (1) The reactants are [CH2:1]([O:8][C:9]1[CH:16]=[CH:15][C:12]([CH:13]=[O:14])=[CH:11][C:10]=1[O:17][CH3:18])[C:2]1[CH:7]=[CH:6][CH:5]=[CH:4][CH:3]=1.[CH3:19][O:20][CH2:21][C:22]([O:24][CH3:25])=[O:23].C[Si]([N-][Si](C)(C)C)(C)C.[Na+]. The catalyst is C1COCC1. The product is [CH3:25][O:24][C:22](=[O:23])[CH:21]([O:20][CH3:19])[CH:13]([C:12]1[CH:15]=[CH:16][C:9]([O:8][CH2:1][C:2]2[CH:3]=[CH:4][CH:5]=[CH:6][CH:7]=2)=[C:10]([O:17][CH3:18])[CH:11]=1)[OH:14]. The yield is 0.520. (2) The reactants are N[C@H](C(O)=O)CS.C1(=O)NC(=O)C=C1.[OH:15][C:16]([CH2:18][CH2:19][CH2:20][CH2:21][C@H:22]1[C@@H:30]2[C@@H:25]([NH:26][C:27]([NH:29]2)=[O:28])[CH2:24][S:23]1)=[O:17]. No catalyst specified. The product is [OH:17][C:16]([CH2:18][CH2:19][CH2:20][CH2:21][C@H:22]1[C@@H:30]2[C@@H:25]([NH:26][C:27]([NH:29]2)=[O:28])[CH2:24][S:23]1)=[O:15]. The yield is 1.00. (3) The reactants are [CH:1]1[C:14]2[C:13](=[O:15])[C:12]3[C:7](=[CH:8][CH:9]=[CH:10][CH:11]=3)[O:6][C:5]=2[CH:4]=[CH:3][CH:2]=1.[I:16]N1C(=O)CCC1=O. The catalyst is FC(F)(F)C(O)=O.C(Cl)Cl. The product is [I:16][C:2]1[CH:3]=[CH:4][C:5]2[O:6][C:7]3[C:12](=[CH:11][CH:10]=[CH:9][CH:8]=3)[C:13](=[O:15])[C:14]=2[CH:1]=1. The yield is 0.540. (4) The reactants are [F:1][C:2]1[CH:7]=[CH:6][CH:5]=[CH:4][C:3]=1[NH:8][C:9]1[C:10]([NH2:15])=[CH:11][CH:12]=[CH:13][CH:14]=1.[S:16](N)(N)(=[O:18])=[O:17]. No catalyst specified. The product is [F:1][C:2]1[CH:7]=[CH:6][CH:5]=[CH:4][C:3]=1[N:8]1[C:9]2[CH:14]=[CH:13][CH:12]=[CH:11][C:10]=2[NH:15][S:16]1(=[O:18])=[O:17]. The yield is 0.400. (5) The reactants are [CH2:1]([C@@H:8]1[CH2:12][O:11][C:10](=[O:13])[N:9]1[C:14](=[O:29])[C@H:15]([CH2:19][C:20]1[CH:25]=[C:24]([CH3:26])[C:23]([F:27])=[C:22]([CH3:28])[CH:21]=1)[CH2:16]C=C)[C:2]1[CH:7]=[CH:6][CH:5]=[CH:4][CH:3]=1.[F:30][C:31]1[CH:36]=[CH:35][C:34]([CH2:37][CH2:38][CH2:39][NH:40][CH3:41])=[CH:33][CH:32]=1.[C:42](O)(=O)C.[BH-](OC(C)=O)(OC(C)=O)OC(C)=O.[Na+]. The catalyst is ClC(Cl)C. The product is [CH2:1]([C@@H:8]1[CH2:12][O:11][C:10](=[O:13])[N:9]1[C:14](=[O:29])[C@@H:15]([CH2:19][C:20]1[CH:25]=[C:24]([CH3:26])[C:23]([F:27])=[C:22]([CH3:28])[CH:21]=1)[CH2:16][CH2:41][N:40]([CH2:39][CH2:38][CH2:37][C:34]1[CH:33]=[CH:32][C:31]([F:30])=[CH:36][CH:35]=1)[CH3:42])[C:2]1[CH:3]=[CH:4][CH:5]=[CH:6][CH:7]=1. The yield is 0.750.